Predict the product of the given reaction. From a dataset of Forward reaction prediction with 1.9M reactions from USPTO patents (1976-2016). (1) Given the reactants Cl[CH2:2][C:3]1[O:7][N:6]=[C:5]([C:8]2[CH:13]=[CH:12][C:11]([NH:14][C:15]([N:17]3[CH2:25][C:24]4[C:19](=[CH:20][CH:21]=[CH:22][CH:23]=4)[CH2:18]3)=[O:16])=[CH:10][CH:9]=2)[N:4]=1.[NH:26]1[CH2:31][CH2:30][O:29][CH2:28][CH2:27]1, predict the reaction product. The product is: [N:26]1([CH2:2][C:3]2[O:7][N:6]=[C:5]([C:8]3[CH:13]=[CH:12][C:11]([NH:14][C:15]([N:17]4[CH2:25][C:24]5[C:19](=[CH:20][CH:21]=[CH:22][CH:23]=5)[CH2:18]4)=[O:16])=[CH:10][CH:9]=3)[N:4]=2)[CH2:31][CH2:30][O:29][CH2:28][CH2:27]1. (2) Given the reactants Br[C:2]1[CH:3]=[C:4]([NH:10][C:11]2[CH:15]=[C:14]([CH3:16])[N:13]([CH2:17][CH3:18])[N:12]=2)[C:5](=[O:9])[N:6]([CH3:8])[CH:7]=1.[C:19]([O:22][CH2:23][C:24]1[C:25]([N:39]2[CH2:50][CH2:49][N:48]3[C:41](=[CH:42][C:43]4[CH2:44][C:45]([CH3:52])([CH3:51])[CH2:46][C:47]=43)[C:40]2=[O:53])=[N:26][CH:27]=[CH:28][C:29]=1B1OC(C)(C)C(C)(C)O1)(=[O:21])[CH3:20].[O-]P([O-])([O-])=O.[K+].[K+].[K+].C([O-])(=O)C.[Na+], predict the reaction product. The product is: [C:19]([O:22][CH2:23][C:24]1[C:25]([N:39]2[CH2:50][CH2:49][N:48]3[C:41](=[CH:42][C:43]4[CH2:44][C:45]([CH3:52])([CH3:51])[CH2:46][C:47]=43)[C:40]2=[O:53])=[N:26][CH:27]=[CH:28][C:29]=1[C:2]1[CH:3]=[C:4]([NH:10][C:11]2[CH:15]=[C:14]([CH3:16])[N:13]([CH2:17][CH3:18])[N:12]=2)[C:5](=[O:9])[N:6]([CH3:8])[CH:7]=1)(=[O:21])[CH3:20]. (3) The product is: [CH3:60][O:61][C:62](=[O:63])[NH:64][C@H:65]([C:69]1[CH:74]=[CH:73][CH:72]=[CH:71][CH:70]=1)[C:66]([N:45]1[CH2:46][C@@H:47]([CH2:49][O:50][CH3:51])[CH2:48][C@H:44]1[C:42]1[NH:43][C:39]([C:34]2[CH:35]=[C:36]3[CH2:37][O:38][C:25]4[CH:24]=[C:23]5[C:28]([CH:29]=[CH:30][C:20]6[N:19]=[C:18]([C@@H:13]7[CH2:14][C@H:15]([CH3:17])[CH2:16][N:12]7[C:10](=[O:11])[C@@H:6]([NH:5][C:3]([O:2][CH3:1])=[O:4])[CH:7]([CH3:9])[CH3:8])[NH:22][C:21]=65)=[CH:27][C:26]=4[C:31]3=[CH:32][CH:33]=2)=[CH:40][N:41]=1)=[O:68]. Given the reactants [CH3:1][O:2][C:3]([NH:5][C@H:6]([C:10]([N:12]1[CH2:16][C@@H:15]([CH3:17])[CH2:14][C@H:13]1[C:18]1[NH:22][C:21]2[C:23]3[C:28]([CH:29]=[CH:30][C:20]=2[N:19]=1)=[CH:27][C:26]1[C:31]2[C:36]([CH2:37][O:38][C:25]=1[CH:24]=3)=[CH:35][C:34]([C:39]1[NH:43][C:42]([C@@H:44]3[CH2:48][C@H:47]([CH2:49][O:50][CH3:51])[CH2:46][N:45]3C(OC(C)(C)C)=O)=[N:41][CH:40]=1)=[CH:33][CH:32]=2)=[O:11])[CH:7]([CH3:9])[CH3:8])=[O:4].Cl.[CH3:60][O:61][C:62]([NH:64][C@H:65]([C:69]1[CH:74]=[CH:73][CH:72]=[CH:71][CH:70]=1)[C:66]([OH:68])=O)=[O:63].CCOC(C(C#N)=NOC(N1CCOCC1)=[N+](C)C)=O.F[P-](F)(F)(F)(F)F.CCN(C(C)C)C(C)C, predict the reaction product. (4) The product is: [F:32][C:33]1[C:38]([F:39])=[CH:37][CH:36]=[CH:35][C:34]=1[C:2]1[CH:31]=[CH:30][C:5]([C:6]([NH:8][C:9]2[CH:14]=[CH:13][C:12]([O:15][C:16]([F:19])([F:18])[F:17])=[C:11]([NH:20][C:21](=[O:29])[CH2:22][N:23]3[CH2:28][CH2:27][O:26][CH2:25][CH2:24]3)[CH:10]=2)=[O:7])=[CH:4][N:3]=1. Given the reactants Cl[C:2]1[CH:31]=[CH:30][C:5]([C:6]([NH:8][C:9]2[CH:14]=[CH:13][C:12]([O:15][C:16]([F:19])([F:18])[F:17])=[C:11]([NH:20][C:21](=[O:29])[CH2:22][N:23]3[CH2:28][CH2:27][O:26][CH2:25][CH2:24]3)[CH:10]=2)=[O:7])=[CH:4][N:3]=1.[F:32][C:33]1[C:38]([F:39])=[CH:37][CH:36]=[CH:35][C:34]=1B(O)O.C(=O)([O-])[O-].[K+].[K+], predict the reaction product. (5) Given the reactants [O:1]=[C:2]1[O:6][CH2:5][C@H:4]([NH:7][C:8](=[O:17])[O:9][CH2:10][C:11]2[CH:16]=[CH:15][CH:14]=[CH:13][CH:12]=2)[CH2:3]1.[NH:18]1[CH2:23][CH2:22][O:21][CH2:20][CH2:19]1, predict the reaction product. The product is: [OH:6][CH2:5][C@H:4]([NH:7][C:8](=[O:17])[O:9][CH2:10][C:11]1[CH:16]=[CH:15][CH:14]=[CH:13][CH:12]=1)[CH2:3][C:2]([N:18]1[CH2:23][CH2:22][O:21][CH2:20][CH2:19]1)=[O:1]. (6) Given the reactants [CH3:1][C:2]1[CH:9]=[C:8]([OH:10])[CH:7]=[C:6]([CH3:11])[C:3]=1[CH:4]=O.[NH:12]1[CH2:16][CH2:15][CH2:14][CH2:13]1, predict the reaction product. The product is: [CH3:1][C:2]1[CH:9]=[C:8]([OH:10])[CH:7]=[C:6]([CH3:11])[C:3]=1[CH2:4][N:12]1[CH2:16][CH2:15][CH2:14][CH2:13]1. (7) Given the reactants [I:1][C:2]1[C:10]2[C:9]([CH3:11])=[N:8][CH:7]=[N:6][C:5]=2[NH:4][CH:3]=1.[H-].[Na+].[CH:14]([Si:17](Cl)([CH:21]([CH3:23])[CH3:22])[CH:18]([CH3:20])[CH3:19])([CH3:16])[CH3:15].O, predict the reaction product. The product is: [I:1][C:2]1[C:10]2[C:9]([CH3:11])=[N:8][CH:7]=[N:6][C:5]=2[N:4]([Si:17]([CH:21]([CH3:23])[CH3:22])([CH:18]([CH3:20])[CH3:19])[CH:14]([CH3:16])[CH3:15])[CH:3]=1.